Dataset: Reaction yield outcomes from USPTO patents with 853,638 reactions. Task: Predict the reaction yield, written as a fraction of the theoretical maximum amount of product (1.0 means a 100% yield; for example, 0.34 means a 34% yield). (1) The reactants are C([O:8][C:9](=[O:44])[CH:10]([NH:36][C:37]([O:39][C:40]([CH3:43])([CH3:42])[CH3:41])=[O:38])[CH2:11][C:12]1[CH:17]=[CH:16][C:15]([O:18][C:19]2[CH:24]=[CH:23][C:22]([C:25](=[O:35])[NH:26][O:27]CC3C=CC=CC=3)=[CH:21][CH:20]=2)=[CH:14][CH:13]=1)C1C=CC=CC=1.[H][H]. The catalyst is [Pd].CO. The product is [C:40]([O:39][C:37]([NH:36][CH:10]([CH2:11][C:12]1[CH:17]=[CH:16][C:15]([O:18][C:19]2[CH:24]=[CH:23][C:22]([C:25](=[O:35])[NH:26][OH:27])=[CH:21][CH:20]=2)=[CH:14][CH:13]=1)[C:9]([OH:44])=[O:8])=[O:38])([CH3:43])([CH3:41])[CH3:42]. The yield is 0.720. (2) The reactants are [Cl:1][C:2]1[CH:7]=[CH:6][CH:5]=[CH:4][C:3]=1[C:8]1[C:16]2[O:15][CH:14]([CH2:17][NH2:18])[CH2:13][C:12]=2[CH:11]=[CH:10][CH:9]=1.C(N(C(C)C)CC)(C)C.Cl[C:29]([O:31][CH2:32][C:33]1[CH:38]=[CH:37][CH:36]=[CH:35][CH:34]=1)=[O:30].C1(C2C3OC(CNC(=O)OCC4C=CC=CC=4)CC=3C=CC=2)CCCC1. No catalyst specified. The product is [CH2:32]([O:31][C:29](=[O:30])[NH:18][CH2:17][CH:14]1[CH2:13][C:12]2[CH:11]=[CH:10][CH:9]=[C:8]([C:3]3[CH:4]=[CH:5][CH:6]=[CH:7][C:2]=3[Cl:1])[C:16]=2[O:15]1)[C:33]1[CH:38]=[CH:37][CH:36]=[CH:35][CH:34]=1. The yield is 0.760. (3) The reactants are [Br:1][C:2]1[CH:3]=[C:4]([C:20]([OH:22])=O)[C:5]2[C:6]3[CH2:7][CH:8]([C:15]([O:17][CH2:18][CH3:19])=[O:16])[CH2:9][CH2:10][C:11]=3[NH:12][C:13]=2[CH:14]=1.C(Cl)CCl.C1C=CC2N(O)N=[N:33]C=2C=1.[OH-].[NH4+]. The catalyst is C1COCC1.C(Cl)Cl. The product is [Br:1][C:2]1[CH:14]=[C:13]2[C:5]([C:6]3[CH2:7][CH:8]([C:15]([O:17][CH2:18][CH3:19])=[O:16])[CH2:9][CH2:10][C:11]=3[NH:12]2)=[C:4]([C:20](=[O:22])[NH2:33])[CH:3]=1. The yield is 0.990. (4) The reactants are [CH2:1]([C@@:5]1([CH2:34][CH3:35])[NH:11][C@H:10]([C:12]2[CH:17]=[CH:16][CH:15]=[CH:14][CH:13]=2)[C:9]2[CH:18]=[C:19]([O:30][CH3:31])[C:20]([CH2:22][NH:23][C:24](=[O:29])[C:25]([O:27]C)=[O:26])=[CH:21][C:8]=2[S:7](=[O:33])(=[O:32])[CH2:6]1)[CH2:2][CH2:3][CH3:4].[Li+].[OH-].Cl. The catalyst is C1COCC1.O.CCOC(C)=O. The product is [CH2:1]([C@@:5]1([CH2:34][CH3:35])[NH:11][C@H:10]([C:12]2[CH:17]=[CH:16][CH:15]=[CH:14][CH:13]=2)[C:9]2[CH:18]=[C:19]([O:30][CH3:31])[C:20]([CH2:22][NH:23][C:24](=[O:29])[C:25]([OH:27])=[O:26])=[CH:21][C:8]=2[S:7](=[O:33])(=[O:32])[CH2:6]1)[CH2:2][CH2:3][CH3:4]. The yield is 0.870. (5) The reactants are [CH3:1][O:2][CH2:3][C:4]([CH3:10])([CH3:9])[C:5](OC)=[O:6].CC(C)C(=O)[CH2:14][C:15]#[N:16]. No catalyst specified. The product is [CH3:1][O:2][CH2:3][C:4]([CH3:10])([CH3:9])[C:5](=[O:6])[CH2:14][C:15]#[N:16]. The yield is 0.290. (6) The reactants are C[O:2][C:3](=[O:41])[C@@H:4]([NH:8][S:9]([C:12]1[CH:17]=[CH:16][C:15]([C:18]2[CH:23]=[CH:22][C:21]([NH:24][C:25]([C:27]3[O:28][C:29]4[CH:36]=[CH:35][C:34]([C:37]#[N:38])=[C:33]([O:39][CH3:40])[C:30]=4[C:31]=3[CH3:32])=[O:26])=[CH:20][CH:19]=2)=[CH:14][CH:13]=1)(=[O:11])=[O:10])[CH:5]([CH3:7])[CH3:6].[Li+].[OH-]. The catalyst is C1COCC1. The product is [C:37]([C:34]1[CH:35]=[CH:36][C:29]2[O:28][C:27]([C:25]([NH:24][C:21]3[CH:20]=[CH:19][C:18]([C:15]4[CH:16]=[CH:17][C:12]([S:9]([NH:8][C@@H:4]([CH:5]([CH3:7])[CH3:6])[C:3]([OH:41])=[O:2])(=[O:10])=[O:11])=[CH:13][CH:14]=4)=[CH:23][CH:22]=3)=[O:26])=[C:31]([CH3:32])[C:30]=2[C:33]=1[O:39][CH3:40])#[N:38]. The yield is 0.610.